From a dataset of NCI-60 drug combinations with 297,098 pairs across 59 cell lines. Regression. Given two drug SMILES strings and cell line genomic features, predict the synergy score measuring deviation from expected non-interaction effect. (1) Drug 1: CS(=O)(=O)C1=CC(=C(C=C1)C(=O)NC2=CC(=C(C=C2)Cl)C3=CC=CC=N3)Cl. Drug 2: CC1=C2C(C(=O)C3(C(CC4C(C3C(C(C2(C)C)(CC1OC(=O)C(C(C5=CC=CC=C5)NC(=O)C6=CC=CC=C6)O)O)OC(=O)C7=CC=CC=C7)(CO4)OC(=O)C)O)C)OC(=O)C. Cell line: UACC62. Synergy scores: CSS=58.7, Synergy_ZIP=13.6, Synergy_Bliss=14.8, Synergy_Loewe=-38.7, Synergy_HSA=14.7. (2) Drug 1: C(CC(=O)O)C(=O)CN.Cl. Drug 2: CC1C(C(CC(O1)OC2CC(CC3=C2C(=C4C(=C3O)C(=O)C5=CC=CC=C5C4=O)O)(C(=O)C)O)N)O. Cell line: RPMI-8226. Synergy scores: CSS=39.6, Synergy_ZIP=-4.62, Synergy_Bliss=-10.0, Synergy_Loewe=-6.25, Synergy_HSA=-5.55. (3) Drug 1: CC1=C2C(C(=O)C3(C(CC4C(C3C(C(C2(C)C)(CC1OC(=O)C(C(C5=CC=CC=C5)NC(=O)C6=CC=CC=C6)O)O)OC(=O)C7=CC=CC=C7)(CO4)OC(=O)C)O)C)OC(=O)C. Drug 2: COC1=C2C(=CC3=C1OC=C3)C=CC(=O)O2. Cell line: NCI-H522. Synergy scores: CSS=41.5, Synergy_ZIP=-5.94, Synergy_Bliss=-9.66, Synergy_Loewe=-26.0, Synergy_HSA=-8.48. (4) Drug 1: CC1CCC2CC(C(=CC=CC=CC(CC(C(=O)C(C(C(=CC(C(=O)CC(OC(=O)C3CCCCN3C(=O)C(=O)C1(O2)O)C(C)CC4CCC(C(C4)OC)O)C)C)O)OC)C)C)C)OC. Drug 2: CCC1=C2CN3C(=CC4=C(C3=O)COC(=O)C4(CC)O)C2=NC5=C1C=C(C=C5)O. Cell line: SK-MEL-28. Synergy scores: CSS=12.9, Synergy_ZIP=-4.31, Synergy_Bliss=3.29, Synergy_Loewe=-3.03, Synergy_HSA=1.86.